Task: Predict which catalyst facilitates the given reaction.. Dataset: Catalyst prediction with 721,799 reactions and 888 catalyst types from USPTO (1) Reactant: C([C:4]1[CH:9]=[CH:8][N:7]=[CH:6][C:5]=1SC#N)(=O)C.[NH3:13].C([S:16][C:17]1[CH:22]=CC=CN=1)#N.C[Li]. Product: [CH3:22][C:17]1[S:16][N:13]=[C:5]2[C:6]=1[N:7]=[CH:8][CH:9]=[CH:4]2. The catalyst class is: 7. (2) Reactant: [OH:1][CH:2]([CH2:21][C:22]1[CH:27]=[CH:26][CH:25]=[CH:24][CH:23]=1)/[CH:3]=[CH:4]/[C@H:5]1[CH2:10][CH2:9][CH2:8][C:7](=[O:11])[N:6]1[CH2:12][CH2:13][CH2:14][CH2:15][CH2:16][CH2:17][C:18]([OH:20])=[O:19].[CH:28](N=NNC1C=CC(C)=CC=1)([CH3:30])[CH3:29]. Product: [CH:28]([O:19][C:18](=[O:20])[CH2:17][CH2:16][CH2:15][CH2:14][CH2:13][CH2:12][N:6]1[C:7](=[O:11])[CH2:8][CH2:9][CH2:10][C@@H:5]1/[CH:4]=[CH:3]/[CH:2]([OH:1])[CH2:21][C:22]1[CH:23]=[CH:24][CH:25]=[CH:26][CH:27]=1)([CH3:30])[CH3:29]. The catalyst class is: 21. (3) Reactant: Cl[C:2]1[C:11]2[C:6](=[C:7]([C:12]3[CH:16]=[CH:15][S:14][CH:13]=3)[CH:8]=[CH:9][CH:10]=2)[CH:5]=[CH:4][N:3]=1.[CH3:17][C:18]1[N:19]=[CH:20][N:21]([C:24]2[CH:25]=[C:26]([NH2:30])[CH:27]=[CH:28][CH:29]=2)[C:22]=1[CH3:23].[OH-].[Na+]. Product: [CH3:17][C:18]1[N:19]=[CH:20][N:21]([C:24]2[CH:25]=[C:26]([NH:30][C:2]3[C:11]4[C:6](=[C:7]([C:12]5[CH:16]=[CH:15][S:14][CH:13]=5)[CH:8]=[CH:9][CH:10]=4)[CH:5]=[CH:4][N:3]=3)[CH:27]=[CH:28][CH:29]=2)[C:22]=1[CH3:23]. The catalyst class is: 4.